From a dataset of Peptide-MHC class I binding affinity with 185,985 pairs from IEDB/IMGT. Regression. Given a peptide amino acid sequence and an MHC pseudo amino acid sequence, predict their binding affinity value. This is MHC class I binding data. (1) The peptide sequence is STFNMWREIL. The MHC is HLA-A02:01 with pseudo-sequence HLA-A02:01. The binding affinity (normalized) is 0.196. (2) The peptide sequence is MSTDPKPQRK. The MHC is HLA-A11:01 with pseudo-sequence HLA-A11:01. The binding affinity (normalized) is 0.244. (3) The peptide sequence is FYRYGFVANF. The MHC is HLA-A23:01 with pseudo-sequence HLA-A23:01. The binding affinity (normalized) is 0.763. (4) The peptide sequence is DAMPGVLSY. The MHC is HLA-B35:01 with pseudo-sequence HLA-B35:01. The binding affinity (normalized) is 1.00. (5) The peptide sequence is LLTEVETYV. The MHC is HLA-B46:01 with pseudo-sequence HLA-B46:01. The binding affinity (normalized) is 0.0847. (6) The peptide sequence is SVKSFEIDK. The MHC is HLA-A11:01 with pseudo-sequence HLA-A11:01. The binding affinity (normalized) is 0.545.